From a dataset of Reaction yield outcomes from USPTO patents with 853,638 reactions. Predict the reaction yield, written as a fraction of the theoretical maximum amount of product (1.0 means a 100% yield; for example, 0.34 means a 34% yield). (1) The reactants are [C:1]([N:4]1[C:13]2[C:8](=[CH:9][C:10](Br)=[CH:11][CH:12]=2)[C@H:7]([NH:15][C:16](=[O:21])[O:17][CH:18]([CH3:20])[CH3:19])[CH2:6][C@@H:5]1[CH3:22])(=[O:3])[CH3:2].[C:23]1(B(O)O)[CH:28]=[CH:27][CH:26]=[CH:25][CH:24]=1.C(=O)([O-])[O-].[K+].[K+]. The yield is 0.920. The catalyst is C(O)C.C1(C)C=CC=CC=1.C1C=CC([P]([Pd]([P](C2C=CC=CC=2)(C2C=CC=CC=2)C2C=CC=CC=2)([P](C2C=CC=CC=2)(C2C=CC=CC=2)C2C=CC=CC=2)[P](C2C=CC=CC=2)(C2C=CC=CC=2)C2C=CC=CC=2)(C2C=CC=CC=2)C2C=CC=CC=2)=CC=1. The product is [C:1]([N:4]1[C:13]2[C:8](=[CH:9][C:10]([C:23]3[CH:28]=[CH:27][CH:26]=[CH:25][CH:24]=3)=[CH:11][CH:12]=2)[C@H:7]([NH:15][C:16](=[O:21])[O:17][CH:18]([CH3:20])[CH3:19])[CH2:6][C@@H:5]1[CH3:22])(=[O:3])[CH3:2]. (2) The reactants are FC(F)(F)C(O)=O.C(OC([NH:15][CH:16]([CH2:25][C:26]1[CH:31]=[CH:30][CH:29]=[CH:28][CH:27]=1)[C:17]([NH:19][CH2:20][C:21](OC)=[O:22])=[O:18])=O)(C)(C)C.N. The catalyst is C(Cl)Cl.C1COCC1. The product is [CH2:25]([CH:16]1[NH:15][C:21](=[O:22])[CH2:20][NH:19][C:17]1=[O:18])[C:26]1[CH:31]=[CH:30][CH:29]=[CH:28][CH:27]=1. The yield is 0.540. (3) The reactants are [C:1]([C:5]1[NH:6][C:7]([C:25]2[CH:30]=[CH:29][C:28]([F:31])=[CH:27][C:26]=2[F:32])=[C:8]([C:10]2[N:15]=[C:14]3[N:16]([CH2:20][C:21]([CH3:24])([CH3:23])[CH3:22])[C:17]([NH2:19])=[N:18][C:13]3=[CH:12][CH:11]=2)[N:9]=1)([CH3:4])([CH3:3])[CH3:2].CS(O)(=O)=O.[CH3:38][OH:39]. No catalyst specified. The product is [NH3:6].[CH3:38][OH:39].[C:1]([C:5]1[NH:6][C:7]([C:25]2[CH:30]=[CH:29][C:28]([F:31])=[CH:27][C:26]=2[F:32])=[C:8]([C:10]2[N:15]=[C:14]3[N:16]([CH2:20][C:21]([CH3:24])([CH3:23])[CH3:22])[C:17]([NH2:19])=[N:18][C:13]3=[CH:12][CH:11]=2)[N:9]=1)([CH3:2])([CH3:3])[CH3:4]. The yield is 0.0200.